This data is from Full USPTO retrosynthesis dataset with 1.9M reactions from patents (1976-2016). The task is: Predict the reactants needed to synthesize the given product. Given the product [CH3:39][N:40]1[CH2:41][C:42]2[S:48][C:47]([C:6]([NH:7][C@H:8]3[C@@H:9]([NH:19][C:20]([C:21]([NH:23][C:24]4[CH:29]=[CH:28][C:27]([Cl:30])=[CH:26][N:25]=4)=[O:22])=[O:31])[CH2:10][CH2:11][C@H:12]([C:14]([N:16]([CH3:17])[CH3:18])=[O:15])[CH2:13]3)=[O:32])=[N:46][C:43]=2[CH2:44][CH2:45]1, predict the reactants needed to synthesize it. The reactants are: C(O[C:6](=[O:32])[NH:7][C@@H:8]1[CH2:13][C@@H:12]([C:14]([N:16]([CH3:18])[CH3:17])=[O:15])[CH2:11][CH2:10][C@@H:9]1[NH:19][C:20](=[O:31])[C:21]([NH:23][C:24]1[CH:29]=[CH:28][C:27]([Cl:30])=[CH:26][N:25]=1)=[O:22])(C)(C)C.CS(O)(=O)=O.Cl.[CH3:39][N:40]1[CH2:45][CH2:44][C:43]2[N:46]=[C:47](C(O)=O)[S:48][C:42]=2[CH2:41]1.